The task is: Predict the reaction yield, written as a fraction of the theoretical maximum amount of product (1.0 means a 100% yield; for example, 0.34 means a 34% yield).. This data is from Reaction yield outcomes from USPTO patents with 853,638 reactions. The reactants are [CH2:1]([O:8][C:9](Cl)=[O:10])[C:2]1[CH:7]=[CH:6][CH:5]=[CH:4][CH:3]=1.[CH3:12][O:13][C:14]([CH:16]1[CH:20]([C@@H:21]([CH3:31])[CH2:22][O:23][Si:24]([C:27]([CH3:30])([CH3:29])[CH3:28])([CH3:26])[CH3:25])[CH2:19][N:18](CC2C=CC=CC=2)[CH2:17]1)=[O:15].O.C(=O)(O)[O-].[Na+]. The catalyst is ClCCl. The product is [CH3:12][O:13][C:14]([CH:16]1[CH:20]([C@@H:21]([CH3:31])[CH2:22][O:23][Si:24]([C:27]([CH3:30])([CH3:29])[CH3:28])([CH3:25])[CH3:26])[CH2:19][N:18]([C:9]([O:8][CH2:1][C:2]2[CH:7]=[CH:6][CH:5]=[CH:4][CH:3]=2)=[O:10])[CH2:17]1)=[O:15]. The yield is 0.890.